Dataset: Peptide-MHC class II binding affinity with 134,281 pairs from IEDB. Task: Regression. Given a peptide amino acid sequence and an MHC pseudo amino acid sequence, predict their binding affinity value. This is MHC class II binding data. (1) The peptide sequence is YKRTDIVEVDRDTAR. The MHC is HLA-DQA10501-DQB10302 with pseudo-sequence HLA-DQA10501-DQB10302. The binding affinity (normalized) is 0.245. (2) The peptide sequence is SWIQSIPFVHLGHRD. The MHC is HLA-DPA10103-DPB10201 with pseudo-sequence HLA-DPA10103-DPB10201. The binding affinity (normalized) is 0.800. (3) The peptide sequence is INELIASGSEKLASV. The MHC is DRB1_1602 with pseudo-sequence DRB1_1602. The binding affinity (normalized) is 0.495. (4) The binding affinity (normalized) is 0.153. The peptide sequence is YDKFAANVSTVLTGK. The MHC is DRB1_0405 with pseudo-sequence DRB1_0405. (5) The peptide sequence is GELQIVFKIDAAFKI. The MHC is DRB1_0401 with pseudo-sequence DRB1_0401. The binding affinity (normalized) is 0.848. (6) The peptide sequence is GNGWMIKETACLSKA. The MHC is HLA-DQA10201-DQB10301 with pseudo-sequence HLA-DQA10201-DQB10301. The binding affinity (normalized) is 0.655. (7) The peptide sequence is LALARAQRMQTARVL. The MHC is HLA-DPA10301-DPB10402 with pseudo-sequence HLA-DPA10301-DPB10402. The binding affinity (normalized) is 0.372. (8) The peptide sequence is KTGQALVVGIYDEPM. The MHC is HLA-DQA10201-DQB10202 with pseudo-sequence HLA-DQA10201-DQB10202. The binding affinity (normalized) is 0.601. (9) The peptide sequence is SPFGQAAAGDKPS. The MHC is HLA-DQA10501-DQB10301 with pseudo-sequence HLA-DQA10501-DQB10301. The binding affinity (normalized) is 0.